Regression. Given a peptide amino acid sequence and an MHC pseudo amino acid sequence, predict their binding affinity value. This is MHC class II binding data. From a dataset of Peptide-MHC class II binding affinity with 134,281 pairs from IEDB. (1) The peptide sequence is ASYFAADRILPELTE. The MHC is DRB1_0301 with pseudo-sequence DRB1_0301. The binding affinity (normalized) is 0.811. (2) The peptide sequence is EKKYFAATQFCPLAA. The MHC is HLA-DPA10301-DPB10402 with pseudo-sequence HLA-DPA10301-DPB10402. The binding affinity (normalized) is 0.895.